Dataset: NCI-60 drug combinations with 297,098 pairs across 59 cell lines. Task: Regression. Given two drug SMILES strings and cell line genomic features, predict the synergy score measuring deviation from expected non-interaction effect. (1) Drug 1: C1CC(C1)(C(=O)O)C(=O)O.[NH2-].[NH2-].[Pt+2]. Drug 2: C1=CN(C=N1)CC(O)(P(=O)(O)O)P(=O)(O)O. Cell line: A549. Synergy scores: CSS=13.1, Synergy_ZIP=-2.45, Synergy_Bliss=1.96, Synergy_Loewe=-0.705, Synergy_HSA=-0.576. (2) Drug 1: CC1=C(C=C(C=C1)NC(=O)C2=CC=C(C=C2)CN3CCN(CC3)C)NC4=NC=CC(=N4)C5=CN=CC=C5. Drug 2: C1CCC(C(C1)N)N.C(=O)(C(=O)[O-])[O-].[Pt+4]. Cell line: EKVX. Synergy scores: CSS=9.92, Synergy_ZIP=-3.04, Synergy_Bliss=0.832, Synergy_Loewe=3.69, Synergy_HSA=1.45. (3) Drug 1: C1CCC(C(C1)N)N.C(=O)(C(=O)[O-])[O-].[Pt+4]. Drug 2: C1CN(P(=O)(OC1)NCCCl)CCCl. Cell line: UACC-257. Synergy scores: CSS=4.42, Synergy_ZIP=-11.0, Synergy_Bliss=-27.8, Synergy_Loewe=-14.4, Synergy_HSA=-26.8. (4) Drug 1: C1CN1C2=NC(=NC(=N2)N3CC3)N4CC4. Drug 2: C1CCC(C(C1)N)N.C(=O)(C(=O)[O-])[O-].[Pt+4]. Cell line: HCT116. Synergy scores: CSS=74.9, Synergy_ZIP=5.85, Synergy_Bliss=5.40, Synergy_Loewe=9.34, Synergy_HSA=12.1.